Dataset: Peptide-MHC class II binding affinity with 134,281 pairs from IEDB. Task: Regression. Given a peptide amino acid sequence and an MHC pseudo amino acid sequence, predict their binding affinity value. This is MHC class II binding data. (1) The peptide sequence is SELYLYKVVKIEPLGVAP. The MHC is HLA-DQA10301-DQB10301 with pseudo-sequence HLA-DQA10301-DQB10301. The binding affinity (normalized) is 0.288. (2) The peptide sequence is GELQIVDKIDASFKI. The MHC is DRB1_1201 with pseudo-sequence DRB1_1201. The binding affinity (normalized) is 0.701. (3) The peptide sequence is AGDGDVVAVDIKEKG. The MHC is HLA-DPA10201-DPB10101 with pseudo-sequence HLA-DPA10201-DPB10101. The binding affinity (normalized) is 0.104. (4) The peptide sequence is YENFAASNKLDVTFS. The MHC is H-2-IAb with pseudo-sequence H-2-IAb. The binding affinity (normalized) is 0. (5) The binding affinity (normalized) is 0.738. The peptide sequence is TPAETTVRLRAYMNTPGLPV. The MHC is DRB1_0404 with pseudo-sequence DRB1_0404. (6) The MHC is DRB1_1001 with pseudo-sequence DRB1_1001. The binding affinity (normalized) is 0.563. The peptide sequence is RIDTPDKLTGPFTVR. (7) The binding affinity (normalized) is 0.764. The MHC is DRB3_0101 with pseudo-sequence DRB3_0101. The peptide sequence is GELQIVDKIDAAPKI. (8) The peptide sequence is KIVSLIKNLLVALKD. The MHC is H-2-IAb with pseudo-sequence H-2-IAb. The binding affinity (normalized) is 0.